Dataset: Catalyst prediction with 721,799 reactions and 888 catalyst types from USPTO. Task: Predict which catalyst facilitates the given reaction. (1) Reactant: [CH2:1]([O:3][C:4](=[O:18])[C:5]1[CH:10]=[CH:9][C:8]([N:11]2[CH2:16][CH2:15][NH:14][C@@H:13]([CH3:17])[CH2:12]2)=[N:7][CH:6]=1)[CH3:2].[Cl:19][C:20]1[C:29]2[C:24](=[CH:25][CH:26]=[CH:27][CH:28]=2)[C:23](Cl)=[N:22][N:21]=1.C(N(CC)CC)C. Product: [CH2:1]([O:3][C:4](=[O:18])[C:5]1[CH:10]=[CH:9][C:8]([N:11]2[CH2:16][CH2:15][N:14]([C:23]3[C:24]4[C:29](=[CH:28][CH:27]=[CH:26][CH:25]=4)[C:20]([Cl:19])=[N:21][N:22]=3)[C@@H:13]([CH3:17])[CH2:12]2)=[N:7][CH:6]=1)[CH3:2]. The catalyst class is: 179. (2) Reactant: [C:1]1([CH3:11])[CH:6]=[CH:5][C:4](S(O)(=O)=[O:8])=[CH:3][CH:2]=1.[CH2:12]([C:19]1([C:25]([N:27]2[CH2:31][CH2:30][CH2:29][CH2:28]2)=[O:26])[CH2:24][CH2:23][NH:22][CH2:21][CH2:20]1)[C:13]1[CH:18]=[CH:17][CH:16]=[CH:15][CH:14]=1.[ClH:32].[C:33]([N:41]1[CH2:46][CH2:45][CH2:44][C:43]([C:63]2[CH:68]=[CH:67][C:66]([Cl:69])=[C:65]([Cl:70])[CH:64]=2)([CH2:47][CH2:48][CH2:49][N:50]2[CH2:55][CH2:54][CH:53]([C:56]([N:58]3[CH2:62][CH2:61][CH2:60][CH2:59]3)=[O:57])[CH2:52][CH2:51]2)[CH2:42]1)(=[O:40])[C:34]1[CH:39]=[CH:38][CH:37]=[CH:36][CH:35]=1.C([O-])([O-])=O.[K+].[K+].Cl. Product: [OH2:8].[ClH:69].[C:33]([N:41]1[CH2:46][CH2:45][CH2:44][C:43]([CH2:47][CH2:48][CH2:49][N:22]2[CH2:23][CH2:24][C:19]([CH2:12][C:13]3[CH:18]=[CH:17][CH:16]=[CH:15][CH:14]=3)([C:25]([N:27]3[CH2:31][CH2:30][CH2:29][CH2:28]3)=[O:26])[CH2:20][CH2:21]2)([C:63]2[CH:68]=[CH:67][C:66]([Cl:69])=[C:65]([Cl:70])[CH:64]=2)[CH2:42]1)(=[O:40])[C:34]1[CH:35]=[CH:36][CH:37]=[CH:38][CH:39]=1.[C:33]([N:41]1[CH2:46][CH2:45][CH2:44][C:43]([C:63]2[CH:68]=[CH:67][C:66]([Cl:69])=[C:65]([Cl:70])[CH:64]=2)([CH2:47][CH2:48][CH2:49][N:50]2[CH2:51][CH2:52][C:53]([C:56]([N:58]3[CH2:59][CH2:60][CH2:61][CH2:62]3)=[O:57])([CH2:11][C:1]3[CH:6]=[CH:5][CH:4]=[CH:3][CH:2]=3)[CH2:54][CH2:55]2)[CH2:42]1)(=[O:40])[C:34]1[CH:39]=[CH:38][CH:37]=[CH:36][CH:35]=1.[ClH:32]. The catalyst class is: 18.